Dataset: Forward reaction prediction with 1.9M reactions from USPTO patents (1976-2016). Task: Predict the product of the given reaction. Given the reactants [CH3:1][O:2][C:3]1[CH:4]=[C:5]2[C:10](=[CH:11][C:12]=1[O:13][CH3:14])[C:9](=O)[NH:8][N:7]=[CH:6]2.CC#N.P(Br)(Br)([Br:21])=O, predict the reaction product. The product is: [Br:21][C:9]1[C:10]2[C:5](=[CH:4][C:3]([O:2][CH3:1])=[C:12]([O:13][CH3:14])[CH:11]=2)[CH:6]=[N:7][N:8]=1.